This data is from NCI-60 drug combinations with 297,098 pairs across 59 cell lines. The task is: Regression. Given two drug SMILES strings and cell line genomic features, predict the synergy score measuring deviation from expected non-interaction effect. (1) Drug 1: CCC1(CC2CC(C3=C(CCN(C2)C1)C4=CC=CC=C4N3)(C5=C(C=C6C(=C5)C78CCN9C7C(C=CC9)(C(C(C8N6C=O)(C(=O)OC)O)OC(=O)C)CC)OC)C(=O)OC)O.OS(=O)(=O)O. Drug 2: C(=O)(N)NO. Cell line: TK-10. Synergy scores: CSS=-5.82, Synergy_ZIP=3.93, Synergy_Bliss=2.79, Synergy_Loewe=-3.01, Synergy_HSA=-3.01. (2) Drug 1: C1=CC(=CC=C1CCCC(=O)O)N(CCCl)CCCl. Drug 2: CC1C(C(=O)NC(C(=O)N2CCCC2C(=O)N(CC(=O)N(C(C(=O)O1)C(C)C)C)C)C(C)C)NC(=O)C3=C4C(=C(C=C3)C)OC5=C(C(=O)C(=C(C5=N4)C(=O)NC6C(OC(=O)C(N(C(=O)CN(C(=O)C7CCCN7C(=O)C(NC6=O)C(C)C)C)C)C(C)C)C)N)C. Cell line: SR. Synergy scores: CSS=78.9, Synergy_ZIP=10.9, Synergy_Bliss=7.48, Synergy_Loewe=3.68, Synergy_HSA=10.8. (3) Drug 1: C1CCN(CC1)CCOC2=CC=C(C=C2)C(=O)C3=C(SC4=C3C=CC(=C4)O)C5=CC=C(C=C5)O. Drug 2: CN(C(=O)NC(C=O)C(C(C(CO)O)O)O)N=O. Cell line: IGROV1. Synergy scores: CSS=-3.55, Synergy_ZIP=3.95, Synergy_Bliss=5.02, Synergy_Loewe=-2.19, Synergy_HSA=-3.13. (4) Drug 1: C1CCC(CC1)NC(=O)N(CCCl)N=O. Drug 2: CC1=C(N=C(N=C1N)C(CC(=O)N)NCC(C(=O)N)N)C(=O)NC(C(C2=CN=CN2)OC3C(C(C(C(O3)CO)O)O)OC4C(C(C(C(O4)CO)O)OC(=O)N)O)C(=O)NC(C)C(C(C)C(=O)NC(C(C)O)C(=O)NCCC5=NC(=CS5)C6=NC(=CS6)C(=O)NCCC[S+](C)C)O. Cell line: M14. Synergy scores: CSS=43.6, Synergy_ZIP=0.728, Synergy_Bliss=7.45, Synergy_Loewe=7.54, Synergy_HSA=9.05. (5) Drug 1: COC1=C(C=C2C(=C1)N=CN=C2NC3=CC(=C(C=C3)F)Cl)OCCCN4CCOCC4. Drug 2: CC1OCC2C(O1)C(C(C(O2)OC3C4COC(=O)C4C(C5=CC6=C(C=C35)OCO6)C7=CC(=C(C(=C7)OC)O)OC)O)O. Cell line: KM12. Synergy scores: CSS=48.6, Synergy_ZIP=5.83, Synergy_Bliss=8.94, Synergy_Loewe=15.9, Synergy_HSA=16.7. (6) Drug 1: CCC1(CC2CC(C3=C(CCN(C2)C1)C4=CC=CC=C4N3)(C5=C(C=C6C(=C5)C78CCN9C7C(C=CC9)(C(C(C8N6C=O)(C(=O)OC)O)OC(=O)C)CC)OC)C(=O)OC)O.OS(=O)(=O)O. Drug 2: CC(C)CN1C=NC2=C1C3=CC=CC=C3N=C2N. Cell line: HCC-2998. Synergy scores: CSS=5.21, Synergy_ZIP=-1.18, Synergy_Bliss=2.67, Synergy_Loewe=-10.5, Synergy_HSA=-9.39. (7) Drug 1: CS(=O)(=O)CCNCC1=CC=C(O1)C2=CC3=C(C=C2)N=CN=C3NC4=CC(=C(C=C4)OCC5=CC(=CC=C5)F)Cl. Drug 2: C1CC(CNC1)C2=CC=C(C=C2)N3C=C4C=CC=C(C4=N3)C(=O)N. Cell line: SK-OV-3. Synergy scores: CSS=22.5, Synergy_ZIP=-0.325, Synergy_Bliss=1.40, Synergy_Loewe=-4.18, Synergy_HSA=5.12. (8) Drug 1: CCC1=CC2CC(C3=C(CN(C2)C1)C4=CC=CC=C4N3)(C5=C(C=C6C(=C5)C78CCN9C7C(C=CC9)(C(C(C8N6C)(C(=O)OC)O)OC(=O)C)CC)OC)C(=O)OC.C(C(C(=O)O)O)(C(=O)O)O. Drug 2: CC1C(C(CC(O1)OC2CC(CC3=C2C(=C4C(=C3O)C(=O)C5=CC=CC=C5C4=O)O)(C(=O)C)O)N)O. Cell line: UO-31. Synergy scores: CSS=49.9, Synergy_ZIP=-1.07, Synergy_Bliss=1.38, Synergy_Loewe=-9.69, Synergy_HSA=1.88. (9) Synergy scores: CSS=57.5, Synergy_ZIP=5.71, Synergy_Bliss=6.70, Synergy_Loewe=7.28, Synergy_HSA=7.40. Cell line: MOLT-4. Drug 1: CC(CN1CC(=O)NC(=O)C1)N2CC(=O)NC(=O)C2. Drug 2: CC1=C(C(=CC=C1)Cl)NC(=O)C2=CN=C(S2)NC3=CC(=NC(=N3)C)N4CCN(CC4)CCO.